Task: Predict the product of the given reaction.. Dataset: Forward reaction prediction with 1.9M reactions from USPTO patents (1976-2016) (1) Given the reactants [CH:1]([NH2:4])([CH3:3])[CH3:2].CCN(C(C)C)C(C)C.[CH3:14][C:15]([C:19]1[N:23]([CH2:24][CH:25]2[CH2:30][CH2:29][O:28][CH2:27][CH2:26]2)[C:22]2[CH:31]=[CH:32][C:33]([S:35]([N:38]3[CH:42]=[C:41]([C:43](O)=[O:44])[CH:40]=[N:39]3)(=[O:37])=[O:36])=[CH:34][C:21]=2[N:20]=1)([CH3:18])[CH2:16][CH3:17].CN(C(ON1N=NC2C=CC=NC1=2)=[N+](C)C)C.F[P-](F)(F)(F)(F)F, predict the reaction product. The product is: [CH3:14][C:15]([C:19]1[N:23]([CH2:24][CH:25]2[CH2:30][CH2:29][O:28][CH2:27][CH2:26]2)[C:22]2[CH:31]=[CH:32][C:33]([S:35]([N:38]3[CH:42]=[C:41]([C:43]([NH:4][CH:1]([CH3:3])[CH3:2])=[O:44])[CH:40]=[N:39]3)(=[O:37])=[O:36])=[CH:34][C:21]=2[N:20]=1)([CH3:18])[CH2:16][CH3:17]. (2) Given the reactants Br[C:2]1[CH:3]=[C:4]2[C:9](=[CH:10][CH:11]=1)[N:8]=[CH:7][C:6]([C:12](=[O:16])[CH:13]([CH3:15])[CH3:14])=[C:5]2[N:17]1[CH2:22][CH2:21][CH:20]([CH2:23][N:24]2[CH2:28][CH2:27][CH2:26][CH2:25]2)[CH2:19][CH2:18]1.[Cl:29][C:30]1[CH:35]=[C:34](B2OC(C)(C)C(C)(C)O2)[CH:33]=[C:32]([F:45])[C:31]=1[OH:46], predict the reaction product. The product is: [Cl:29][C:30]1[CH:35]=[C:34]([C:2]2[CH:3]=[C:4]3[C:9](=[CH:10][CH:11]=2)[N:8]=[CH:7][C:6]([C:12](=[O:16])[CH:13]([CH3:15])[CH3:14])=[C:5]3[N:17]2[CH2:18][CH2:19][CH:20]([CH2:23][N:24]3[CH2:25][CH2:26][CH2:27][CH2:28]3)[CH2:21][CH2:22]2)[CH:33]=[C:32]([F:45])[C:31]=1[OH:46]. (3) Given the reactants C[C:2]1[N:6]([CH2:7][C:8]2[C:13]([F:14])=[CH:12][CH:11]=[CH:10][C:9]=2[F:15])[N:5]=[N:4][C:3]=1[C:16]([OH:18])=O.[NH3:19], predict the reaction product. The product is: [CH:11]1[CH:12]=[C:13]([F:14])[C:8]([CH2:7][N:6]2[N:5]=[N:4][C:3]([C:16]([NH2:19])=[O:18])=[CH:2]2)=[C:9]([F:15])[CH:10]=1. (4) The product is: [Br:1][C:2]1[CH:9]=[CH:8][C:7]([C:10]([F:11])([F:12])[F:13])=[CH:6][C:3]=1[CH:4]=[O:5]. Given the reactants [Br:1][C:2]1[CH:9]=[CH:8][C:7]([C:10]([F:13])([F:12])[F:11])=[CH:6][C:3]=1[CH2:4][OH:5].C[N+]1([O-])CCOCC1, predict the reaction product. (5) Given the reactants [N+:1]([C:4]1[CH:5]=[C:6]([C:10]#[C:11][CH2:12][CH2:13][CH2:14][NH:15][C:16](=[O:22])[O:17][C:18]([CH3:21])([CH3:20])[CH3:19])[CH:7]=[N:8][CH:9]=1)([O-])=O, predict the reaction product. The product is: [NH2:1][C:4]1[CH:5]=[C:6]([CH2:10][CH2:11][CH2:12][CH2:13][CH2:14][NH:15][C:16](=[O:22])[O:17][C:18]([CH3:20])([CH3:19])[CH3:21])[CH:7]=[N:8][CH:9]=1. (6) Given the reactants [F:1][C:2]1[CH:7]=[CH:6][C:5]([NH:8][C:9]([C:11]2[N:15]([CH3:16])[CH:14]=[C:13]([C:17](=[O:21])[C:18]([OH:20])=O)[CH:12]=2)=[O:10])=[CH:4][C:3]=1[CH3:22].[F:23][C:24]([F:29])([F:28])[C@H:25]([NH2:27])[CH3:26].C(N(CC)C(C)C)(C)C.F[P-](F)(F)(F)(F)F.N1(OC(N(C)C)=[N+](C)C)C2N=CC=CC=2N=N1, predict the reaction product. The product is: [F:1][C:2]1[CH:7]=[CH:6][C:5]([NH:8][C:9]([C:11]2[N:15]([CH3:16])[CH:14]=[C:13]([C:17](=[O:21])[C:18](=[O:20])[NH:27][C@H:25]([CH3:26])[C:24]([F:29])([F:28])[F:23])[CH:12]=2)=[O:10])=[CH:4][C:3]=1[CH3:22]. (7) The product is: [CH2:14]([C:4]1[C:5]([CH3:13])=[C:6]([O:11][CH3:12])[C:7]([CH3:10])=[C:8]([CH3:9])[C:3]=1[O:2][CH3:1])[CH2:15][CH:16]=[CH2:17]. Given the reactants [CH3:1][O:2][C:3]1[C:8]([CH3:9])=[C:7]([CH3:10])[C:6]([O:11][CH3:12])=[C:5]([CH3:13])[C:4]=1[CH:14](O)[CH2:15][CH:16]=[CH2:17].C(O)(C(F)(F)F)=O.[SiH](CC)(CC)CC, predict the reaction product. (8) Given the reactants [NH2:1][C:2]1[N:6]([CH:7]2[CH2:12][CH2:11][O:10][CH2:9][CH2:8]2)[N:5]=[C:4]([CH3:13])[C:3]=1[C:14]([NH2:16])=[O:15].CO[C:19]([C@H:21]1[C@H:25]([CH3:26])[CH2:24][N:23]([CH2:27][C:28]2[CH:33]=[CH:32][CH:31]=[CH:30][CH:29]=2)[CH2:22]1)=O, predict the reaction product. The product is: [CH2:27]([N:23]1[CH2:24][C@@H:25]([CH3:26])[C@H:21]([C:19]2[NH:16][C:14](=[O:15])[C:3]3[C:4]([CH3:13])=[N:5][N:6]([CH:7]4[CH2:12][CH2:11][O:10][CH2:9][CH2:8]4)[C:2]=3[N:1]=2)[CH2:22]1)[C:28]1[CH:33]=[CH:32][CH:31]=[CH:30][CH:29]=1. (9) Given the reactants BrC[CH2:3][O:4][CH3:5].[CH:6]1([C:12]([O:14][CH3:15])=[O:13])[CH2:11][CH2:10][CH2:9][CH2:8][CH2:7]1, predict the reaction product. The product is: [CH3:3][O:4][CH2:5][C:6]1([C:12]([O:14][CH3:15])=[O:13])[CH2:11][CH2:10][CH2:9][CH2:8][CH2:7]1. (10) Given the reactants [C:1]([N:8]1[CH:12]=[CH:11]N=C1)([N:3]1[CH:7]=[CH:6][N:5]=[CH:4]1)=[O:2].[C:13]1([CH2:19]CCN)[CH:18]=[CH:17][CH:16]=[CH:15][CH:14]=1, predict the reaction product. The product is: [C:13]1([CH2:19][CH2:11][CH2:12][NH:8][C:1]([N:3]2[CH:7]=[CH:6][N:5]=[CH:4]2)=[O:2])[CH:18]=[CH:17][CH:16]=[CH:15][CH:14]=1.